This data is from HIV replication inhibition screening data with 41,000+ compounds from the AIDS Antiviral Screen. The task is: Binary Classification. Given a drug SMILES string, predict its activity (active/inactive) in a high-throughput screening assay against a specified biological target. (1) The molecule is CC(O)C1(CNc2cc(Cl)nc(N)n2)CCCCC1. The result is 0 (inactive). (2) The compound is CC(=O)C(=Cc1cccc([N+](=O)[O-])c1)C(=O)Nc1ccccc1C. The result is 0 (inactive). (3) The drug is C=CCC1C(=O)C2(O[Si](C(C)C)(C(C)C)C(C)C)CCC1CC2NC(=O)OCC(Cl)(Cl)Cl. The result is 0 (inactive). (4) The compound is COC(=O)C(C(=NO)C(=O)Nc1cccc(Cl)c1C)c1cnc2ccccc2n1. The result is 0 (inactive). (5) The compound is S=c1[nH]nc(-c2ccccc2Cl)o1. The result is 0 (inactive). (6) The molecule is CCN(CC)[N+]([O-])=NO.[NaH]. The result is 0 (inactive). (7) The molecule is CCOc1ccc(C=Cc2ccnc3ccccc23)cc1OCC. The result is 0 (inactive). (8) The molecule is O=C(NCP(=O)(c1ccccc1)c1ccccc1)OCc1ccccc1. The result is 0 (inactive).